From a dataset of Catalyst prediction with 721,799 reactions and 888 catalyst types from USPTO. Predict which catalyst facilitates the given reaction. (1) Reactant: Br[C:2]1[S:6][C:5]([NH:7][C:8](=[O:15])[C:9]2[CH:14]=[CH:13][CH:12]=[CH:11][N:10]=2)=[N:4][C:3]=1[C:16]([F:19])([F:18])[F:17].C(N(C(C)C)CC)(C)C.CC1(C)C2C(=C(P(C3C=CC=CC=3)C3C=CC=CC=3)C=CC=2)OC2C(P(C3C=CC=CC=3)C3C=CC=CC=3)=CC=CC1=2.[Cl:71][C:72]1[CH:77]=[CH:76][CH:75]=[CH:74][C:73]=1[CH2:78][SH:79]. Product: [Cl:71][C:72]1[CH:77]=[CH:76][CH:75]=[CH:74][C:73]=1[CH2:78][S:79][C:2]1[S:6][C:5]([NH:7][C:8](=[O:15])[C:9]2[CH:14]=[CH:13][CH:12]=[CH:11][N:10]=2)=[N:4][C:3]=1[C:16]([F:19])([F:18])[F:17]. The catalyst class is: 102. (2) The catalyst class is: 273. Product: [CH3:1][O:2][C:3]1[CH:4]=[C:5]([CH2:20][C:21]([CH3:29])([CH3:28])[CH2:22][C:23]([OH:25])=[O:24])[CH:6]=[CH:7][C:8]=1[O:9][CH2:10][CH2:11][CH2:12][NH:13][C:14]1[CH:19]=[CH:18][CH:17]=[CH:16][N:15]=1. Reactant: [CH3:1][O:2][C:3]1[CH:4]=[C:5]([CH2:20][C:21]([CH3:29])([CH3:28])[CH2:22][C:23]([O:25]CC)=[O:24])[CH:6]=[CH:7][C:8]=1[O:9][CH2:10][CH2:11][CH2:12][NH:13][C:14]1[CH:19]=[CH:18][CH:17]=[CH:16][N:15]=1.FC(F)(F)C(O)=O. (3) Reactant: [NH2:1][C:2]1[C:7]([OH:8])=[CH:6][C:5]([Br:9])=[CH:4][N:3]=1.[Cl:10][CH2:11][CH:12]=O. Product: [ClH:10].[Br:9][C:5]1[CH:6]=[C:7]([OH:8])[C:2]2[N:3]([CH:11]=[CH:12][N:1]=2)[CH:4]=1. The catalyst class is: 14.